Dataset: Catalyst prediction with 721,799 reactions and 888 catalyst types from USPTO. Task: Predict which catalyst facilitates the given reaction. (1) The catalyst class is: 28. Product: [Cl:14][C:12]1[CH:11]=[N:10][C:5]2[N:6]3[CH:15]=[N:9][N:8]=[C:7]3[C:2]([Cl:1])=[N:3][C:4]=2[CH:13]=1. Reactant: [Cl:1][C:2]1[N:3]=[C:4]2[CH:13]=[C:12]([Cl:14])[CH:11]=[N:10][C:5]2=[N:6][C:7]=1[NH:8][NH2:9].[CH:15](OC)(OC)OC. (2) The catalyst class is: 7. Reactant: [NH2:1][C:2]1[CH:10]=[CH:9][CH:8]=[C:7]([Cl:11])[C:3]=1[C:4](O)=[O:5].[H-].[Al+3].[Li+].[H-].[H-].[H-].O.[OH-].[Na+]. Product: [NH2:1][C:2]1[CH:10]=[CH:9][CH:8]=[C:7]([Cl:11])[C:3]=1[CH2:4][OH:5]. (3) Reactant: [C:1]([NH:4][CH2:5][CH2:6][C:7]1[CH:12]=[CH:11][CH:10]=[CH:9][C:8]=1[C:13]1[CH:18]=[CH:17][C:16]([C@@H:19]2[C@@:24]([OH:39])([C:25]3[CH:30]=[CH:29][C:28]([CH2:31][O:32][CH2:33][C@@H:34]([CH3:38])[CH2:35][O:36][CH3:37])=[CH:27][CH:26]=3)[CH2:23][CH2:22][N:21](C(OC(C)(C)C)=O)[CH2:20]2)=[C:15]([CH3:47])[CH:14]=1)(=[O:3])[NH2:2]. Product: [OH:39][C@:24]1([C:25]2[CH:26]=[CH:27][C:28]([CH2:31][O:32][CH2:33][C@@H:34]([CH3:38])[CH2:35][O:36][CH3:37])=[CH:29][CH:30]=2)[CH2:23][CH2:22][NH:21][CH2:20][C@@H:19]1[C:16]1[CH:17]=[CH:18][C:13]([C:8]2[CH:9]=[CH:10][CH:11]=[CH:12][C:7]=2[CH2:6][CH2:5][NH:4][C:1]([NH2:2])=[O:3])=[CH:14][C:15]=1[CH3:47].[NH3:2]. The catalyst class is: 100. (4) Reactant: Br[CH2:2][CH2:3][CH2:4][CH2:5][CH2:6][CH2:7][OH:8].[CH3:9][S:10]([OH:12])=[O:11].CCO.O. Product: [CH3:9][S:10]([CH2:2][CH2:3][CH2:4][CH2:5][CH2:6][CH2:7][OH:8])(=[O:12])=[O:11]. The catalyst class is: 100. (5) Reactant: [CH:1]1([C:4]([NH:6][C:7]2[S:11][C:10]3[CH:12]=[CH:13][C:14]([N+:16]([O-])=O)=[CH:15][C:9]=3[C:8]=2[C:19]([NH2:21])=[O:20])=[O:5])[CH2:3][CH2:2]1. Product: [NH2:16][C:14]1[CH:13]=[CH:12][C:10]2[S:11][C:7]([NH:6][C:4]([CH:1]3[CH2:3][CH2:2]3)=[O:5])=[C:8]([C:19]([NH2:21])=[O:20])[C:9]=2[CH:15]=1. The catalyst class is: 63. (6) Reactant: Br[C:2]1[C:14]2[C:13]3[C:8](=[CH:9][C:10]([C:15]([OH:18])([CH3:17])[CH3:16])=[CH:11][CH:12]=3)[NH:7][C:6]=2[C:5]([C:19]([NH2:21])=[O:20])=[CH:4][C:3]=1[Cl:22].[Cl:23][C:24]1[C:29](B2OC(C)(C)C(C)(C)O2)=[CH:28][CH:27]=[CH:26][C:25]=1[N:39]1[C:48](=[O:49])[C:47]2[C:42](=[C:43]([F:50])[CH:44]=[CH:45][CH:46]=2)[N:41]([CH3:51])[C:40]1=[O:52].CCO.C([O-])([O-])=O.[Na+].[Na+]. Product: [Cl:22][C:3]1[CH:4]=[C:5]([C:19]([NH2:21])=[O:20])[C:6]2[NH:7][C:8]3[C:13]([C:14]=2[C:2]=1[C:29]1[CH:28]=[CH:27][CH:26]=[C:25]([N:39]2[C:48](=[O:49])[C:47]4[C:42](=[C:43]([F:50])[CH:44]=[CH:45][CH:46]=4)[N:41]([CH3:51])[C:40]2=[O:52])[C:24]=1[Cl:23])=[CH:12][CH:11]=[C:10]([C:15]([OH:18])([CH3:17])[CH3:16])[CH:9]=3. The catalyst class is: 206. (7) Reactant: [C:1]([N:4]1[C:13]2[C:8](=[CH:9][C:10]([CH2:14][CH3:15])=[CH:11][CH:12]=2)[CH:7]([CH3:16])[CH2:6][C:5]1([CH3:18])[CH3:17])(=[O:3])[CH3:2].[Al+3].[Cl-].[Cl-].[Cl-]. Product: [C:1]([N:4]1[C:13]2[C:8](=[CH:9][C:10]([CH2:14][CH3:15])=[CH:11][CH:12]=2)[C:7]([C:8]2[CH:13]=[CH:12][CH:11]=[CH:10][CH:9]=2)([CH3:16])[CH2:6][C:5]1([CH3:17])[CH3:18])(=[O:3])[CH3:2]. The catalyst class is: 48. (8) Reactant: [N:1]1[C:2]([C:10]([O-:12])=[O:11])=[CH:3][N:4]2[CH:9]=[CH:8][CH:7]=[N:6][C:5]=12.[OH-].[K+]. Product: [N:1]1[C:2]([C:10]([OH:12])=[O:11])=[CH:3][N:4]2[CH:9]=[CH:8][CH:7]=[N:6][C:5]=12. The catalyst class is: 8.